From a dataset of NCI-60 drug combinations with 297,098 pairs across 59 cell lines. Regression. Given two drug SMILES strings and cell line genomic features, predict the synergy score measuring deviation from expected non-interaction effect. (1) Drug 1: C1=CC(=CC=C1CCC2=CNC3=C2C(=O)NC(=N3)N)C(=O)NC(CCC(=O)O)C(=O)O. Drug 2: CC1CCC2CC(C(=CC=CC=CC(CC(C(=O)C(C(C(=CC(C(=O)CC(OC(=O)C3CCCCN3C(=O)C(=O)C1(O2)O)C(C)CC4CCC(C(C4)OC)O)C)C)O)OC)C)C)C)OC. Cell line: SK-MEL-28. Synergy scores: CSS=24.5, Synergy_ZIP=-2.37, Synergy_Bliss=-1.37, Synergy_Loewe=3.52, Synergy_HSA=4.14. (2) Drug 1: CNC(=O)C1=CC=CC=C1SC2=CC3=C(C=C2)C(=NN3)C=CC4=CC=CC=N4. Drug 2: C1CC(=O)NC(=O)C1N2CC3=C(C2=O)C=CC=C3N. Cell line: LOX IMVI. Synergy scores: CSS=-0.0325, Synergy_ZIP=-3.69, Synergy_Bliss=-7.83, Synergy_Loewe=-5.39, Synergy_HSA=-5.30. (3) Drug 1: C1CN1P(=S)(N2CC2)N3CC3. Drug 2: CC12CCC3C(C1CCC2O)C(CC4=C3C=CC(=C4)O)CCCCCCCCCS(=O)CCCC(C(F)(F)F)(F)F. Cell line: EKVX. Synergy scores: CSS=-0.646, Synergy_ZIP=-1.26, Synergy_Bliss=-1.61, Synergy_Loewe=-5.88, Synergy_HSA=-4.22. (4) Drug 2: CN(CC1=CN=C2C(=N1)C(=NC(=N2)N)N)C3=CC=C(C=C3)C(=O)NC(CCC(=O)O)C(=O)O. Drug 1: CNC(=O)C1=CC=CC=C1SC2=CC3=C(C=C2)C(=NN3)C=CC4=CC=CC=N4. Cell line: COLO 205. Synergy scores: CSS=25.2, Synergy_ZIP=2.40, Synergy_Bliss=3.05, Synergy_Loewe=-18.3, Synergy_HSA=-0.0171. (5) Drug 1: C1=NC(=NC(=O)N1C2C(C(C(O2)CO)O)O)N. Synergy scores: CSS=22.5, Synergy_ZIP=-0.283, Synergy_Bliss=0.107, Synergy_Loewe=-5.02, Synergy_HSA=0.323. Cell line: SN12C. Drug 2: C#CCC(CC1=CN=C2C(=N1)C(=NC(=N2)N)N)C3=CC=C(C=C3)C(=O)NC(CCC(=O)O)C(=O)O. (6) Cell line: COLO 205. Drug 2: CCN(CC)CCCC(C)NC1=C2C=C(C=CC2=NC3=C1C=CC(=C3)Cl)OC. Drug 1: CC1CCC2CC(C(=CC=CC=CC(CC(C(=O)C(C(C(=CC(C(=O)CC(OC(=O)C3CCCCN3C(=O)C(=O)C1(O2)O)C(C)CC4CCC(C(C4)OC)OCCO)C)C)O)OC)C)C)C)OC. Synergy scores: CSS=31.6, Synergy_ZIP=-2.13, Synergy_Bliss=0.0422, Synergy_Loewe=-0.448, Synergy_HSA=0.0556. (7) Drug 1: CC1=C(C(CCC1)(C)C)C=CC(=CC=CC(=CC(=O)O)C)C. Drug 2: C1=CC=C(C=C1)NC(=O)CCCCCCC(=O)NO. Cell line: SF-539. Synergy scores: CSS=20.8, Synergy_ZIP=0.814, Synergy_Bliss=3.38, Synergy_Loewe=-12.3, Synergy_HSA=2.02. (8) Drug 1: C1=CC(=CC=C1CC(C(=O)O)N)N(CCCl)CCCl.Cl. Drug 2: CC1CCC2CC(C(=CC=CC=CC(CC(C(=O)C(C(C(=CC(C(=O)CC(OC(=O)C3CCCCN3C(=O)C(=O)C1(O2)O)C(C)CC4CCC(C(C4)OC)OCCO)C)C)O)OC)C)C)C)OC. Cell line: TK-10. Synergy scores: CSS=13.1, Synergy_ZIP=-5.58, Synergy_Bliss=-3.89, Synergy_Loewe=-11.5, Synergy_HSA=-4.39. (9) Drug 1: CC1=C2C(C(=O)C3(C(CC4C(C3C(C(C2(C)C)(CC1OC(=O)C(C(C5=CC=CC=C5)NC(=O)OC(C)(C)C)O)O)OC(=O)C6=CC=CC=C6)(CO4)OC(=O)C)O)C)O. Drug 2: CC1CCCC2(C(O2)CC(NC(=O)CC(C(C(=O)C(C1O)C)(C)C)O)C(=CC3=CSC(=N3)C)C)C. Cell line: HL-60(TB). Synergy scores: CSS=78.8, Synergy_ZIP=1.39, Synergy_Bliss=0.938, Synergy_Loewe=2.17, Synergy_HSA=3.67. (10) Drug 1: C1=CC(=C2C(=C1NCCNCCO)C(=O)C3=C(C=CC(=C3C2=O)O)O)NCCNCCO. Drug 2: C1C(C(OC1N2C=NC3=C(N=C(N=C32)Cl)N)CO)O. Cell line: OVCAR3. Synergy scores: CSS=11.6, Synergy_ZIP=-12.8, Synergy_Bliss=-5.86, Synergy_Loewe=-10.1, Synergy_HSA=-5.66.